This data is from NCI-60 drug combinations with 297,098 pairs across 59 cell lines. The task is: Regression. Given two drug SMILES strings and cell line genomic features, predict the synergy score measuring deviation from expected non-interaction effect. (1) Drug 1: CCC(=C(C1=CC=CC=C1)C2=CC=C(C=C2)OCCN(C)C)C3=CC=CC=C3.C(C(=O)O)C(CC(=O)O)(C(=O)O)O. Drug 2: C1CN(P(=O)(OC1)NCCCl)CCCl. Cell line: 786-0. Synergy scores: CSS=3.81, Synergy_ZIP=0.909, Synergy_Bliss=4.26, Synergy_Loewe=1.71, Synergy_HSA=2.01. (2) Drug 1: CCC1(CC2CC(C3=C(CCN(C2)C1)C4=CC=CC=C4N3)(C5=C(C=C6C(=C5)C78CCN9C7C(C=CC9)(C(C(C8N6C=O)(C(=O)OC)O)OC(=O)C)CC)OC)C(=O)OC)O.OS(=O)(=O)O. Drug 2: CCCCCOC(=O)NC1=NC(=O)N(C=C1F)C2C(C(C(O2)C)O)O. Cell line: HOP-92. Synergy scores: CSS=23.5, Synergy_ZIP=-3.08, Synergy_Bliss=4.73, Synergy_Loewe=-6.69, Synergy_HSA=2.82.